Dataset: Full USPTO retrosynthesis dataset with 1.9M reactions from patents (1976-2016). Task: Predict the reactants needed to synthesize the given product. (1) Given the product [CH3:23][S:24]([OH:27])(=[O:26])=[O:25].[CH3:3][N:2]([CH2:4][C:5]1[CH:6]=[CH:7][C:8]([C:11]2[C:20]3[C:15](=[CH:16][CH:17]=[CH:18][C:19]=3[OH:21])[C:14](=[O:22])[NH:13][CH:12]=2)=[CH:9][CH:10]=1)[CH3:1], predict the reactants needed to synthesize it. The reactants are: [CH3:1][N:2]([CH2:4][C:5]1[CH:10]=[CH:9][C:8]([C:11]2[C:20]3[C:15](=[CH:16][CH:17]=[CH:18][C:19]=3[OH:21])[C:14](=[O:22])[NH:13][CH:12]=2)=[CH:7][CH:6]=1)[CH3:3].[CH3:23][S:24]([OH:27])(=[O:26])=[O:25].CC(C)=O. (2) Given the product [F:1][C:2]1[CH:3]=[CH:4][C:5]2[N:14]([CH3:15])[CH2:13][C:12]3[C:8]4[C:9](=[N:16][CH:17]=[CH:18][C:7]=4[C:6]=2[CH:19]=1)[N:10]([S:28]([C:25]1[CH:26]=[CH:27][C:22]([CH3:32])=[CH:23][CH:24]=1)(=[O:30])=[O:29])[CH:11]=3, predict the reactants needed to synthesize it. The reactants are: [F:1][C:2]1[CH:3]=[CH:4][C:5]2[N:14]([CH3:15])[CH2:13][C:12]3[C:8]4[C:9](=[N:16][CH:17]=[CH:18][C:7]=4[C:6]=2[CH:19]=1)[NH:10][CH:11]=3.[H-].[Na+].[C:22]1([CH3:32])[CH:27]=[CH:26][C:25]([S:28](Cl)(=[O:30])=[O:29])=[CH:24][CH:23]=1.O. (3) Given the product [OH:46][CH2:45][CH2:44][C:40]1[CH:39]=[C:38]([CH:43]=[CH:42][CH:41]=1)[CH2:37][CH2:36][N:28]1[CH2:29][C:30]2([CH2:35][N:34]([C:55]([C:53]3[N:54]=[C:50]([CH:47]([CH3:49])[CH3:48])[S:51][CH:52]=3)=[O:56])[CH2:33][CH2:32][O:31]2)[CH2:27]1, predict the reactants needed to synthesize it. The reactants are: CN(C(ON1N=NC2C=CC=NC1=2)=[N+](C)C)C.F[P-](F)(F)(F)(F)F.Cl.Cl.[CH2:27]1[C:30]2([CH2:35][NH:34][CH2:33][CH2:32][O:31]2)[CH2:29][N:28]1[CH2:36][CH2:37][C:38]1[CH:39]=[C:40]([CH2:44][CH2:45][OH:46])[CH:41]=[CH:42][CH:43]=1.[CH:47]([C:50]1[S:51][CH:52]=[C:53]([C:55](O)=[O:56])[N:54]=1)([CH3:49])[CH3:48].C(N(CC)CC)C.